Task: Regression. Given a peptide amino acid sequence and an MHC pseudo amino acid sequence, predict their binding affinity value. This is MHC class I binding data.. Dataset: Peptide-MHC class I binding affinity with 185,985 pairs from IEDB/IMGT (1) The peptide sequence is CNYTRFWYI. The MHC is H-2-Kb with pseudo-sequence H-2-Kb. The binding affinity (normalized) is 0.448. (2) The peptide sequence is VFFGYFASHF. The MHC is HLA-A26:01 with pseudo-sequence HLA-A26:01. The binding affinity (normalized) is 0.231. (3) The peptide sequence is DKYGWLCKMH. The MHC is HLA-A33:01 with pseudo-sequence HLA-A33:01. The binding affinity (normalized) is 0.